Dataset: Full USPTO retrosynthesis dataset with 1.9M reactions from patents (1976-2016). Task: Predict the reactants needed to synthesize the given product. (1) Given the product [F:18][C:15]1[CH:14]=[CH:13][C:12]([CH2:11][CH2:10][CH2:9][NH:7][CH3:6])=[CH:17][CH:16]=1, predict the reactants needed to synthesize it. The reactants are: C(O[C:6](=O)[N:7]([CH2:9][CH2:10][CH2:11][C:12]1[CH:17]=[CH:16][C:15]([F:18])=[CH:14][CH:13]=1)C)(C)(C)C.FC(F)(F)C(O)=O. (2) The reactants are: Cl.[CH2:2]([O:4][C:5](=[O:10])[C@H:6]([CH2:8][SH:9])[NH2:7])[CH3:3].[C:11](Cl)([C:24]1[CH:29]=[CH:28][CH:27]=[CH:26][CH:25]=1)([C:18]1[CH:23]=[CH:22][CH:21]=[CH:20][CH:19]=1)[C:12]1[CH:17]=[CH:16][CH:15]=[CH:14][CH:13]=1. Given the product [CH2:2]([O:4][C:5](=[O:10])[C@H:6]([CH2:8][S:9][C:11]([C:12]1[CH:17]=[CH:16][CH:15]=[CH:14][CH:13]=1)([C:24]1[CH:25]=[CH:26][CH:27]=[CH:28][CH:29]=1)[C:18]1[CH:19]=[CH:20][CH:21]=[CH:22][CH:23]=1)[NH2:7])[CH3:3], predict the reactants needed to synthesize it. (3) Given the product [ClH:30].[CH:7]12[NH:6][CH:5]([CH2:9][CH2:8]1)[CH2:4][O:11][CH2:10]2, predict the reactants needed to synthesize it. The reactants are: [H-].[Na+].O[CH2:4][CH:5]1[CH2:9][CH2:8][CH:7]([CH2:10][O:11]S(C2C=CC(C)=CC=2)(=O)=O)[N:6]1C(OC(C)(C)C)=O.[NH4+].[Cl-:30].Cl.